This data is from Reaction yield outcomes from USPTO patents with 853,638 reactions. The task is: Predict the reaction yield, written as a fraction of the theoretical maximum amount of product (1.0 means a 100% yield; for example, 0.34 means a 34% yield). (1) The reactants are C12BC(CCC1)CCC2.[CH:10]1([CH2:13][O:14][C@@H:15]([C@@H:27]([O:29][CH2:30][C:31]2[CH:36]=[CH:35][C:34]([O:37][CH3:38])=[CH:33][CH:32]=2)[CH3:28])[C@H:16]([CH:25]=[CH2:26])[CH2:17][C:18]2[CH:23]=[CH:22][C:21]([F:24])=[CH:20][CH:19]=2)[CH2:12][CH2:11]1.[O-]P([O-])([O-])=O.[K+].[K+].[K+].Br/[CH:48]=[C:49](\[NH:60][C:61]([O:63][C:64]([CH3:67])([CH3:66])[CH3:65])=[O:62])/[C:50]([O:52][CH2:53][C:54]1[CH:59]=[CH:58][CH:57]=[CH:56][CH:55]=1)=[O:51]. The catalyst is C1COCC1.CN(C=O)C.CCOCC.C1C=CC(P(C2C=CC=CC=2)[C-]2C=CC=C2)=CC=1.C1C=CC(P(C2C=CC=CC=2)[C-]2C=CC=C2)=CC=1.Cl[Pd]Cl.[Fe+2]. The product is [C:64]([O:63][C:61]([NH:60]/[C:49](=[CH:48]\[CH2:26][CH2:25][C@H:16]([CH2:17][C:18]1[CH:23]=[CH:22][C:21]([F:24])=[CH:20][CH:19]=1)[C@@H:15]([O:14][CH2:13][CH:10]1[CH2:11][CH2:12]1)[C@@H:27]([O:29][CH2:30][C:31]1[CH:36]=[CH:35][C:34]([O:37][CH3:38])=[CH:33][CH:32]=1)[CH3:28])/[C:50]([O:52][CH2:53][C:54]1[CH:59]=[CH:58][CH:57]=[CH:56][CH:55]=1)=[O:51])=[O:62])([CH3:67])([CH3:66])[CH3:65]. The yield is 0.880. (2) The reactants are [C:1]([CH:3]1[CH2:6][N:5]([C:7](=[O:41])[C@H:8]([NH:10][C:11]([C:13]2[C:21]3[C:16](=[N:17][CH:18]=[C:19]([C:22]4[C:30]5[C:25](=[CH:26][C:27]([Cl:31])=[CH:28][CH:29]=5)[N:24]([CH3:32])[N:23]=4)[N:20]=3)[N:15](COCC[Si](C)(C)C)[CH:14]=2)=[O:12])[CH3:9])[CH2:4]1)#[N:2].FC(F)(F)C(O)=O.C(N)CN. The catalyst is ClCCl. The product is [C:1]([CH:3]1[CH2:4][N:5]([C:7](=[O:41])[C@H:8]([NH:10][C:11]([C:13]2[C:21]3[C:16](=[N:17][CH:18]=[C:19]([C:22]4[C:30]5[C:25](=[CH:26][C:27]([Cl:31])=[CH:28][CH:29]=5)[N:24]([CH3:32])[N:23]=4)[N:20]=3)[NH:15][CH:14]=2)=[O:12])[CH3:9])[CH2:6]1)#[N:2]. The yield is 0.330.